Dataset: Full USPTO retrosynthesis dataset with 1.9M reactions from patents (1976-2016). Task: Predict the reactants needed to synthesize the given product. (1) Given the product [CH2:17]([N:24]1[CH2:33][CH2:32][C:31]2[N:30]=[C:29]([O:16][CH:13]3[CH2:14][CH2:15][N:10]([CH:7]([CH3:9])[CH3:8])[CH2:11][CH2:12]3)[CH:28]=[CH:27][C:26]=2[CH2:25]1)[C:18]1[CH:19]=[CH:20][CH:21]=[CH:22][CH:23]=1, predict the reactants needed to synthesize it. The reactants are: CC(C)([O-])C.[K+].[CH:7]([N:10]1[CH2:15][CH2:14][CH:13]([OH:16])[CH2:12][CH2:11]1)([CH3:9])[CH3:8].[CH2:17]([N:24]1[CH2:33][CH2:32][C:31]2[N:30]=[C:29](Cl)[CH:28]=[CH:27][C:26]=2[CH2:25]1)[C:18]1[CH:23]=[CH:22][CH:21]=[CH:20][CH:19]=1. (2) Given the product [Cl:1][C:2]1[C:10]2[N:9]=[C:8]([NH:11][C:12]3[C:17]([CH3:18])=[CH:16][C:15]([Cl:19])=[CH:14][C:13]=3[O:20][CH3:21])[N:7]([CH2:22][CH2:23][OH:24])[C:6]=2[C:5]([CH:29]([CH2:32][CH3:33])[CH2:30][CH3:31])=[CH:4][CH:3]=1, predict the reactants needed to synthesize it. The reactants are: [Cl:1][C:2]1[C:10]2[N:9]=[C:8]([NH:11][C:12]3[C:17]([CH3:18])=[CH:16][C:15]([Cl:19])=[CH:14][C:13]=3[O:20][CH3:21])[N:7]([CH2:22][C:23](OC(C)C)=[O:24])[C:6]=2[C:5]([CH:29]([CH2:32][CH3:33])[CH2:30][CH3:31])=[CH:4][CH:3]=1.[BH4-].[Li+]. (3) Given the product [F:1][C:2]1[C:7]([F:8])=[CH:6][CH:5]=[CH:4][C:3]=1[C:9]1[N:17]=[C:12]2[CH:13]=[N:14][N:15]([CH2:19][C:20]3[CH:25]=[N:24][C:23]([C:26]4[CH:31]=[CH:30][C:29]([O:32][CH2:33][CH2:34][CH3:35])=[CH:28][C:27]=4[C:36]([F:39])([F:38])[F:37])=[N:22][CH:21]=3)[CH:16]=[C:11]2[N:10]=1, predict the reactants needed to synthesize it. The reactants are: [F:1][C:2]1[C:7]([F:8])=[CH:6][CH:5]=[CH:4][C:3]=1[C:9]1[N:17]=[C:12]2[CH:13]=[N:14][NH:15][CH:16]=[C:11]2[N:10]=1.Cl[CH2:19][C:20]1[CH:21]=[N:22][C:23]([C:26]2[CH:31]=[CH:30][C:29]([O:32][CH2:33][CH2:34][CH3:35])=[CH:28][C:27]=2[C:36]([F:39])([F:38])[F:37])=[N:24][CH:25]=1.C(=O)([O-])[O-].[K+].[K+].O. (4) Given the product [ClH:1].[Cl:1][C:2]1[C:3]([F:35])=[C:4]([C:22]2[CH2:23][CH2:24][NH:25][CH2:26][CH:27]=2)[C:5]([O:20][CH3:21])=[C:6]([CH:8]([NH:10][C:11]2[N:19]=[CH:18][N:17]=[C:16]3[C:12]=2[N:13]=[CH:14][NH:15]3)[CH3:9])[CH:7]=1, predict the reactants needed to synthesize it. The reactants are: [Cl:1][C:2]1[C:3]([F:35])=[C:4]([C:22]2[CH2:23][CH2:24][N:25](C(OC(C)(C)C)=O)[CH2:26][CH:27]=2)[C:5]([O:20][CH3:21])=[C:6]([CH:8]([NH:10][C:11]2[N:19]=[CH:18][N:17]=[C:16]3[C:12]=2[N:13]=[CH:14][NH:15]3)[CH3:9])[CH:7]=1.Cl.CCN(C(C)C)C(C)C.CS(Cl)(=O)=O. (5) Given the product [NH2:1][C@H:2]([C:10]([NH:12][C@H:13]([C:18]([O:20][C:21]([CH3:23])([CH3:22])[CH3:24])=[O:19])[CH2:14][CH:15]([CH3:16])[CH3:17])=[O:11])[CH2:3][S:4][CH2:5][NH:6][C:7]([CH3:9])=[O:8], predict the reactants needed to synthesize it. The reactants are: [NH:1](C(OCC1C2C(=CC=CC=2)C2C1=CC=CC=2)=O)[C@H:2]([C:10]([NH:12][C@H:13]([C:18]([O:20][C:21]([CH3:24])([CH3:23])[CH3:22])=[O:19])[CH2:14][CH:15]([CH3:17])[CH3:16])=[O:11])[CH2:3][S:4][CH2:5][NH:6][C:7]([CH3:9])=[O:8]. (6) Given the product [Cl:15][C:4]1[CH:5]=[C:6]([N:8]([CH:9]([CH2:10][CH2:11][OH:12])[CH3:13])[CH3:14])[N:7]=[C:2]([OH:17])[N:3]=1, predict the reactants needed to synthesize it. The reactants are: Cl[C:2]1[N:7]=[C:6]([N:8]([CH3:14])[CH:9]([CH3:13])[CH2:10][CH2:11][OH:12])[CH:5]=[C:4]([Cl:15])[N:3]=1.[Li+].[OH-:17].OO.